From a dataset of Forward reaction prediction with 1.9M reactions from USPTO patents (1976-2016). Predict the product of the given reaction. (1) Given the reactants [O:1]=[C:2]([CH2:9][C:10]1[CH:15]=[CH:14][CH:13]=[CH:12][CH:11]=1)[CH2:3][C:4]([O:6][CH2:7][CH3:8])=[O:5].[N:16]1[CH:21]=NC=N[CH:17]=1.C([O-])(=O)C.[Na+], predict the reaction product. The product is: [O:1]=[C:2]1[C:9]([C:10]2[CH:11]=[CH:12][CH:13]=[CH:14][CH:15]=2)=[CH:21][NH:16][CH:17]=[C:3]1[C:4]([O:6][CH2:7][CH3:8])=[O:5]. (2) Given the reactants [CH:1]1([CH2:4][O:5][C:6]2[CH:7]=[C:8]([CH:11]=[CH:12][C:13]=2[O:14][CH:15]([F:17])[F:16])[CH:9]=[O:10])[CH2:3][CH2:2]1.S(=O)(=O)([OH:20])N.Cl([O-])=O.[Na+], predict the reaction product. The product is: [CH:1]1([CH2:4][O:5][C:6]2[CH:7]=[C:8]([CH:11]=[CH:12][C:13]=2[O:14][CH:15]([F:16])[F:17])[C:9]([OH:20])=[O:10])[CH2:3][CH2:2]1.